Dataset: Reaction yield outcomes from USPTO patents with 853,638 reactions. Task: Predict the reaction yield, written as a fraction of the theoretical maximum amount of product (1.0 means a 100% yield; for example, 0.34 means a 34% yield). (1) The reactants are Cl.[NH:2]1[CH2:7][CH2:6][CH2:5][C@H:4]([C:8]([OH:10])=[O:9])[CH2:3]1.C(N(CC)CC)C.[F:18][C:19]1[CH:27]=[CH:26][C:22]([C:23](Cl)=[O:24])=[CH:21][CH:20]=1.Cl. The catalyst is ClCCl. The product is [F:18][C:19]1[CH:27]=[CH:26][C:22]([C:23]([N:2]2[CH2:7][CH2:6][CH2:5][C@H:4]([C:8]([OH:10])=[O:9])[CH2:3]2)=[O:24])=[CH:21][CH:20]=1. The yield is 0.920. (2) The reactants are [NH2:1][CH2:2][CH2:3][OH:4].C(O)C.[CH3:8][N:9]([CH3:43])[C:10]1[CH:15]=[CH:14][C:13]([CH2:16][CH2:17][O:18][C:19]2[CH:24]=[CH:23][C:22]([C:25]3[O:26][C:27](=[O:42])/[C:28](=[CH:30]/[C:31]4[CH:36]=[CH:35][C:34]([O:37][C:38]([F:41])([F:40])[F:39])=[CH:33][CH:32]=4)/[N:29]=3)=[CH:21][CH:20]=2)=[CH:12][CH:11]=1. The catalyst is CO. The product is [CH3:8][N:9]([CH3:43])[C:10]1[CH:11]=[CH:12][C:13]([CH2:16][CH2:17][O:18][C:19]2[CH:24]=[CH:23][C:22]([C:25]([NH:29]/[C:28](/[C:27]([NH:1][CH2:2][CH2:3][OH:4])=[O:42])=[CH:30]\[C:31]3[CH:32]=[CH:33][C:34]([O:37][C:38]([F:40])([F:39])[F:41])=[CH:35][CH:36]=3)=[O:26])=[CH:21][CH:20]=2)=[CH:14][CH:15]=1. The yield is 0.640. (3) The reactants are Br[CH2:2][CH2:3][CH2:4][CH2:5][CH2:6][CH2:7][CH2:8]/[CH:9]=[CH:10]\[CH2:11][CH2:12][CH2:13][CH2:14][CH2:15][CH2:16][CH2:17][CH3:18].[Li]C(C)(C)C.[N:24]1[CH:29]=[CH:28][CH:27]=[CH:26][C:25]=1[C:30]1[O:34][C:33]([C:35]([O:37]C)=O)=[N:32][N:31]=1. The catalyst is C1COCC1. The product is [N:24]1[CH:29]=[CH:28][CH:27]=[CH:26][C:25]=1[C:30]1[O:34][C:33]([C:35](=[O:37])[CH2:2][CH2:3][CH2:4][CH2:5][CH2:6][CH2:7][CH2:8][CH:9]=[CH:10][CH2:11][CH2:12][CH2:13][CH2:14][CH2:15][CH2:16][CH2:17][CH3:18])=[N:32][N:31]=1. The yield is 0.230. (4) The yield is 0.960. The product is [C:19]([C:18]1[C:17]2[C:12](=[CH:13][C:14]([O:21][CH3:22])=[CH:15][CH:16]=2)[N:11]([CH2:23][CH3:24])[C:10]=1[C:9]#[C:8][C:5]1[CH:6]=[CH:7][C:2]([NH:1][C:32](=[O:34])[CH3:33])=[CH:3][CH:4]=1)#[N:20]. The reactants are [NH2:1][C:2]1[CH:7]=[CH:6][C:5]([C:8]#[C:9][C:10]2[N:11]([CH2:23][CH3:24])[C:12]3[C:17]([C:18]=2[C:19]#[N:20])=[CH:16][CH:15]=[C:14]([O:21][CH3:22])[CH:13]=3)=[CH:4][CH:3]=1.C(N(CC)CC)C.[C:32](Cl)(=[O:34])[CH3:33]. The catalyst is C1COCC1. (5) No catalyst specified. The reactants are [NH:1](C(OC(C)(C)C)=O)[C@H:2]([C:7]([N:9]1[CH2:24][CH2:23][CH2:22][CH2:21][CH:10]1[C:11]([O:13][CH2:14][C:15]1[CH:20]=[CH:19][CH:18]=[CH:17][CH:16]=1)=[O:12])=[O:8])[C@H:3]([CH2:5][CH3:6])[CH3:4].[C:32]([OH:38])([C:34]([F:37])([F:36])[F:35])=[O:33]. The yield is 1.44. The product is [NH2:1][C@H:2]([C:7]([N:9]1[CH2:24][CH2:23][CH2:22][CH2:21][CH:10]1[C:11]([O:13][CH2:14][C:15]1[CH:16]=[CH:17][CH:18]=[CH:19][CH:20]=1)=[O:12])=[O:8])[C@H:3]([CH2:5][CH3:6])[CH3:4].[F:35][C:34]([C:32]([OH:38])=[O:33])([F:37])[F:36]. (6) The reactants are Cl[C:2]1[N:7]=[C:6]([NH:8][C:9]2[CH:14]=[CH:13][CH:12]=[CH:11][C:10]=2[O:15][CH3:16])[C:5]([Cl:17])=[CH:4][N:3]=1.[NH2:18][C:19]1[C:20]([O:32][CH3:33])=[CH:21][C:22]2[N:28]([CH3:29])[C:27](=[O:30])[O:26][CH2:25][CH2:24][C:23]=2[CH:31]=1. No catalyst specified. The product is [Cl:17][C:5]1[C:6]([NH:8][C:9]2[CH:14]=[CH:13][CH:12]=[CH:11][C:10]=2[O:15][CH3:16])=[N:7][C:2]([NH:18][C:19]2[C:20]([O:32][CH3:33])=[CH:21][C:22]3[N:28]([CH3:29])[C:27](=[O:30])[O:26][CH2:25][CH2:24][C:23]=3[CH:31]=2)=[N:3][CH:4]=1. The yield is 0.690.